Dataset: Forward reaction prediction with 1.9M reactions from USPTO patents (1976-2016). Task: Predict the product of the given reaction. (1) Given the reactants [CH3:1][O:2][C:3]1[CH:8]=[C:7]([CH3:9])[CH:6]=[CH:5][C:4]=1[C:10]1([CH3:17])[NH:14][C:13](=[O:15])[NH:12][C:11]1=[O:16].Br[CH2:19][C:20]([C:22]1[CH:27]=[CH:26][CH:25]=[CH:24][CH:23]=1)=[O:21], predict the reaction product. The product is: [CH3:1][O:2][C:3]1[CH:8]=[C:7]([CH3:9])[CH:6]=[CH:5][C:4]=1[C:10]1([CH3:17])[NH:14][C:13](=[O:15])[N:12]([CH2:19][C:20](=[O:21])[C:22]2[CH:27]=[CH:26][CH:25]=[CH:24][CH:23]=2)[C:11]1=[O:16]. (2) Given the reactants [Cl:1][C:2]1[CH:7]=[CH:6][C:5]([N:8]2[C:12]([C:13]3[CH:18]=[CH:17][C:16]([F:19])=[CH:15][CH:14]=3)=[CH:11][N:10]=[C:9]2[SH:20])=[CH:4][CH:3]=1.C[Si]([N-][Si](C)(C)C)(C)C.[Li+].C1COCC1.Br[CH2:37][CH2:38][C:39]([O:41][CH2:42][CH3:43])=[O:40], predict the reaction product. The product is: [CH2:42]([O:41][C:39](=[O:40])[CH2:38][CH2:37][N:10]1[CH:11]=[C:12]([C:13]2[CH:18]=[CH:17][C:16]([F:19])=[CH:15][CH:14]=2)[N:8]([C:5]2[CH:4]=[CH:3][C:2]([Cl:1])=[CH:7][CH:6]=2)[C:9]1=[S:20])[CH3:43]. (3) Given the reactants [OH:1][C:2]1[CH:3]=[C:4]2[C:8](=[CH:9][CH:10]=1)[NH:7][C:6]([C:11]([O:13][CH2:14][CH3:15])=[O:12])=[CH:5]2.[CH3:16][C:17]1[S:21][C:20]([C:22]2[CH:27]=[CH:26][CH:25]=[CH:24][CH:23]=2)=[N:19][C:18]=1[CH2:28][CH2:29]O.C1(P(C2C=CC=CC=2)C2C=CC=CC=2)C=CC=CC=1.N(C(N1CCCCC1)=O)=NC(N1CCCCC1)=O, predict the reaction product. The product is: [CH3:16][C:17]1[S:21][C:20]([C:22]2[CH:23]=[CH:24][CH:25]=[CH:26][CH:27]=2)=[N:19][C:18]=1[CH2:28][CH2:29][O:1][C:2]1[CH:3]=[C:4]2[C:8](=[CH:9][CH:10]=1)[NH:7][C:6]([C:11]([O:13][CH2:14][CH3:15])=[O:12])=[CH:5]2.